The task is: Regression. Given two drug SMILES strings and cell line genomic features, predict the synergy score measuring deviation from expected non-interaction effect.. This data is from NCI-60 drug combinations with 297,098 pairs across 59 cell lines. (1) Drug 1: CC1=C2C(C(=O)C3(C(CC4C(C3C(C(C2(C)C)(CC1OC(=O)C(C(C5=CC=CC=C5)NC(=O)OC(C)(C)C)O)O)OC(=O)C6=CC=CC=C6)(CO4)OC(=O)C)OC)C)OC. Drug 2: CCC1=CC2CC(C3=C(CN(C2)C1)C4=CC=CC=C4N3)(C5=C(C=C6C(=C5)C78CCN9C7C(C=CC9)(C(C(C8N6C)(C(=O)OC)O)OC(=O)C)CC)OC)C(=O)OC.C(C(C(=O)O)O)(C(=O)O)O. Cell line: HOP-92. Synergy scores: CSS=39.2, Synergy_ZIP=-0.711, Synergy_Bliss=-1.99, Synergy_Loewe=3.57, Synergy_HSA=4.94. (2) Drug 1: CCC1(CC2CC(C3=C(CCN(C2)C1)C4=CC=CC=C4N3)(C5=C(C=C6C(=C5)C78CCN9C7C(C=CC9)(C(C(C8N6C=O)(C(=O)OC)O)OC(=O)C)CC)OC)C(=O)OC)O.OS(=O)(=O)O. Drug 2: CC12CCC3C(C1CCC2O)C(CC4=C3C=CC(=C4)O)CCCCCCCCCS(=O)CCCC(C(F)(F)F)(F)F. Cell line: MDA-MB-231. Synergy scores: CSS=15.9, Synergy_ZIP=-2.75, Synergy_Bliss=3.17, Synergy_Loewe=-22.0, Synergy_HSA=1.99. (3) Drug 1: CC1=C(C=C(C=C1)NC2=NC=CC(=N2)N(C)C3=CC4=NN(C(=C4C=C3)C)C)S(=O)(=O)N.Cl. Drug 2: CC12CCC3C(C1CCC2=O)CC(=C)C4=CC(=O)C=CC34C. Cell line: SW-620. Synergy scores: CSS=6.76, Synergy_ZIP=3.42, Synergy_Bliss=-0.791, Synergy_Loewe=-28.4, Synergy_HSA=-7.93. (4) Synergy scores: CSS=75.6, Synergy_ZIP=14.9, Synergy_Bliss=15.2, Synergy_Loewe=-14.0, Synergy_HSA=13.5. Drug 1: CCC1=CC2CC(C3=C(CN(C2)C1)C4=CC=CC=C4N3)(C5=C(C=C6C(=C5)C78CCN9C7C(C=CC9)(C(C(C8N6C)(C(=O)OC)O)OC(=O)C)CC)OC)C(=O)OC.C(C(C(=O)O)O)(C(=O)O)O. Cell line: MOLT-4. Drug 2: CS(=O)(=O)CCNCC1=CC=C(O1)C2=CC3=C(C=C2)N=CN=C3NC4=CC(=C(C=C4)OCC5=CC(=CC=C5)F)Cl. (5) Drug 1: C1=NC2=C(N=C(N=C2N1C3C(C(C(O3)CO)O)O)F)N. Drug 2: C1=NC2=C(N1)C(=S)N=CN2. Cell line: SF-295. Synergy scores: CSS=43.8, Synergy_ZIP=-1.64, Synergy_Bliss=-2.14, Synergy_Loewe=2.26, Synergy_HSA=0.363. (6) Drug 1: C1=CC=C(C=C1)NC(=O)CCCCCCC(=O)NO. Drug 2: CC1=C(C(=CC=C1)Cl)NC(=O)C2=CN=C(S2)NC3=CC(=NC(=N3)C)N4CCN(CC4)CCO. Cell line: M14. Synergy scores: CSS=11.4, Synergy_ZIP=-4.70, Synergy_Bliss=-3.07, Synergy_Loewe=-1.78, Synergy_HSA=-0.940. (7) Synergy scores: CSS=6.21, Synergy_ZIP=7.40, Synergy_Bliss=3.16, Synergy_Loewe=4.73, Synergy_HSA=1.11. Drug 1: CN(C)C1=NC(=NC(=N1)N(C)C)N(C)C. Cell line: EKVX. Drug 2: CC1C(C(CC(O1)OC2CC(OC(C2O)C)OC3=CC4=CC5=C(C(=O)C(C(C5)C(C(=O)C(C(C)O)O)OC)OC6CC(C(C(O6)C)O)OC7CC(C(C(O7)C)O)OC8CC(C(C(O8)C)O)(C)O)C(=C4C(=C3C)O)O)O)O. (8) Drug 1: C1CNP(=O)(OC1)N(CCCl)CCCl. Drug 2: N.N.Cl[Pt+2]Cl. Cell line: SW-620. Synergy scores: CSS=28.4, Synergy_ZIP=-0.397, Synergy_Bliss=-2.28, Synergy_Loewe=-22.6, Synergy_HSA=0.958. (9) Drug 1: CNC(=O)C1=CC=CC=C1SC2=CC3=C(C=C2)C(=NN3)C=CC4=CC=CC=N4. Synergy scores: CSS=14.1, Synergy_ZIP=-5.68, Synergy_Bliss=-0.988, Synergy_Loewe=-4.36, Synergy_HSA=1.91. Cell line: SF-539. Drug 2: CC1=CC=C(C=C1)C2=CC(=NN2C3=CC=C(C=C3)S(=O)(=O)N)C(F)(F)F. (10) Drug 1: C1CCN(CC1)CCOC2=CC=C(C=C2)C(=O)C3=C(SC4=C3C=CC(=C4)O)C5=CC=C(C=C5)O. Drug 2: CC1=C(C(CCC1)(C)C)C=CC(=CC=CC(=CC(=O)O)C)C. Cell line: SF-539. Synergy scores: CSS=7.56, Synergy_ZIP=-3.52, Synergy_Bliss=-1.66, Synergy_Loewe=-2.58, Synergy_HSA=-2.16.